From a dataset of Full USPTO retrosynthesis dataset with 1.9M reactions from patents (1976-2016). Predict the reactants needed to synthesize the given product. (1) Given the product [C:16]([C@:11]([C:12]([OH:14])=[O:13])([OH:15])[C@:10]([C:2](=[O:9])[C:3]1[CH:8]=[CH:7][CH:6]=[CH:5][CH:4]=1)([OH:24])[C:25]([OH:27])=[O:26])(=[O:23])[C:17]1[CH:22]=[CH:21][CH:20]=[CH:19][CH:18]=1.[O:28]=[C:29]([N:43]1[CH2:48][CH2:47][N:46]2[C:49]([C:52]([F:55])([F:54])[F:53])=[N:50][N:51]=[C:45]2[CH2:44]1)[CH2:30][CH:31]([NH2:42])[CH2:32][C:33]1[CH:38]=[C:37]([F:39])[C:36]([F:40])=[CH:35][C:34]=1[F:41].[O:28]=[C:29]([N:43]1[CH2:48][CH2:47][N:46]2[C:49]([C:52]([F:55])([F:54])[F:53])=[N:50][N:51]=[C:45]2[CH2:44]1)[CH2:30][C@H:31]([NH2:42])[CH2:32][C:33]1[CH:38]=[C:37]([F:39])[C:36]([F:40])=[CH:35][C:34]=1[F:41], predict the reactants needed to synthesize it. The reactants are: O.[C:2]([C@:10]([C:25]([OH:27])=[O:26])([OH:24])[C@:11]([C:16](=[O:23])[C:17]1[CH:22]=[CH:21][CH:20]=[CH:19][CH:18]=1)([OH:15])[C:12]([OH:14])=[O:13])(=[O:9])[C:3]1[CH:8]=[CH:7][CH:6]=[CH:5][CH:4]=1.[O:28]=[C:29]([N:43]1[CH2:48][CH2:47][N:46]2[C:49]([C:52]([F:55])([F:54])[F:53])=[N:50][N:51]=[C:45]2[CH2:44]1)[CH2:30][CH:31]([NH2:42])[CH2:32][C:33]1[CH:38]=[C:37]([F:39])[C:36]([F:40])=[CH:35][C:34]=1[F:41].C([O-])(O)=O.[Na+]. (2) Given the product [Br:25][C:6]1[CH:5]=[C:4]([N+:1]([O-:3])=[O:2])[CH:9]=[CH:8][C:7]=1[NH:10][C:11]1([CH2:16][OH:17])[CH2:15][CH2:14][CH2:13][CH2:12]1, predict the reactants needed to synthesize it. The reactants are: [N+:1]([C:4]1[CH:9]=[CH:8][C:7]([NH:10][C:11]2([CH2:16][OH:17])[CH2:15][CH2:14][CH2:13][CH2:12]2)=[CH:6][CH:5]=1)([O-:3])=[O:2].CO.C([O-])([O-])=O.[Ca+2].[Br-:25].[Br-].[Br-].C([N+](C)(C)C)C1C=CC=CC=1.C([N+](C)(C)C)C1C=CC=CC=1.C([N+](C)(C)C)C1C=CC=CC=1. (3) Given the product [CH3:22][O:23][C:24]1[CH:25]=[C:26]([CH:27]=[CH:28][CH:29]=1)[CH2:30][CH2:31][C:32]1[N:14]([C:15]2[CH:16]=[CH:17][C:18]([N:53]3[C:98](=[O:101])[CH2:99][C:36](=[O:35])[NH:42][C:43]4[C:52]5[C:47]([CH:46]=[CH:45][C:44]3=4)=[CH:48][CH:49]=[CH:50][CH:51]=5)=[CH:19][CH:20]=2)[CH:5]=[CH:4][N:1]=1, predict the reactants needed to synthesize it. The reactants are: [N+:1]([C:4]1C2C(=CC=CC=2)C=C[C:5]=1[NH:14][C:15]1[CH:20]=[CH:19][C:18](N)=[CH:17][CH:16]=1)([O-])=O.[CH3:22][O:23][C:24]1[CH:25]=[C:26]([CH2:30][CH2:31][C:32](O)=O)[CH:27]=[CH:28][CH:29]=1.[O:35]=[C:36]([NH:42][C:43]1[C:52]2[C:47](=[CH:48][CH:49]=[CH:50][CH:51]=2)[CH:46]=[CH:45][C:44]=1[NH:53]C1C=CC=C(N2C(CCC3C=CC=CN=3)=NN=N2)C=1)C(OCC)=O.Cl.Cl.C(C1N(C2C=CC(C3C4C=CC5C(=CC=CC=5)C=4N[C:98](=[O:101])[CH2:99]N=3)=CC=2)C=CN=1)CC1C=CC=CC=1.N1C=CC=CC=1CCC1N(C2C=C(NC3C(N)=CC=C4C=3C=CC=C4)C=CC=2)N=NN=1.